This data is from Merck oncology drug combination screen with 23,052 pairs across 39 cell lines. The task is: Regression. Given two drug SMILES strings and cell line genomic features, predict the synergy score measuring deviation from expected non-interaction effect. (1) Drug 1: COc1cccc2c1C(=O)c1c(O)c3c(c(O)c1C2=O)CC(O)(C(=O)CO)CC3OC1CC(N)C(O)C(C)O1. Drug 2: O=C(O)C1(Cc2cccc(Nc3nccs3)n2)CCC(Oc2cccc(Cl)c2F)CC1. Cell line: A2058. Synergy scores: synergy=-6.21. (2) Drug 1: O=c1[nH]cc(F)c(=O)[nH]1. Drug 2: O=C(NOCC(O)CO)c1ccc(F)c(F)c1Nc1ccc(I)cc1F. Cell line: A2780. Synergy scores: synergy=24.6. (3) Drug 1: N.N.O=C(O)C1(C(=O)O)CCC1.[Pt]. Drug 2: CS(=O)(=O)CCNCc1ccc(-c2ccc3ncnc(Nc4ccc(OCc5cccc(F)c5)c(Cl)c4)c3c2)o1. Cell line: SKMES1. Synergy scores: synergy=9.07. (4) Drug 1: O=P1(N(CCCl)CCCl)NCCCO1. Drug 2: COC1=C2CC(C)CC(OC)C(O)C(C)C=C(C)C(OC(N)=O)C(OC)C=CC=C(C)C(=O)NC(=CC1=O)C2=O. Cell line: NCIH460. Synergy scores: synergy=3.69.